Dataset: Full USPTO retrosynthesis dataset with 1.9M reactions from patents (1976-2016). Task: Predict the reactants needed to synthesize the given product. Given the product [Cl:1][C:2]1[N:10]=[C:9]([Cl:11])[CH:8]=[CH:7][C:3]=1[C:4]([O:6][CH3:16])=[O:5], predict the reactants needed to synthesize it. The reactants are: [Cl:1][C:2]1[N:10]=[C:9]([Cl:11])[CH:8]=[CH:7][C:3]=1[C:4]([OH:6])=[O:5].S(Cl)(Cl)=O.[CH3:16]O.